Dataset: Reaction yield outcomes from USPTO patents with 853,638 reactions. Task: Predict the reaction yield, written as a fraction of the theoretical maximum amount of product (1.0 means a 100% yield; for example, 0.34 means a 34% yield). (1) The reactants are [CH:1]([O:4][CH:5]([C:7]1[CH:16]=[CH:15][C:10]([C:11]([O:13]C)=[O:12])=[CH:9][CH:8]=1)[CH3:6])([CH3:3])[CH3:2].[OH-].[Li+].Cl. The catalyst is CO.O. The product is [CH:1]([O:4][CH:5]([C:7]1[CH:8]=[CH:9][C:10]([C:11]([OH:13])=[O:12])=[CH:15][CH:16]=1)[CH3:6])([CH3:2])[CH3:3]. The yield is 0.900. (2) The reactants are [Br:1][C:2]1[CH:3]=[C:4]([C:8]2[N:9]=[C:10]3[C:15]([CH3:16])=[C:14]([CH3:17])[C:13]([C:18](=[O:23])[C:19]([O:21][CH3:22])=[O:20])=[C:12](Cl)[N:11]3[CH:25]=2)[CH:5]=[CH:6][CH:7]=1.[CH2:26]([O:29][C:30]1([CH3:59])[CH2:35][CH2:34][N:33](C2N3C=C(C4C=CC=C(Br)C=4)N=C3C=C(C)C=2C(=O)C(OC)=O)[CH2:32][CH2:31]1)[CH:27]=[CH2:28]. No catalyst specified. The product is [CH2:26]([O:29][C:30]1([CH3:59])[CH2:31][CH2:32][N:33]([C:12]2[N:11]3[CH:25]=[C:8]([C:4]4[CH:5]=[CH:6][CH:7]=[C:2]([Br:1])[CH:3]=4)[N:9]=[C:10]3[C:15]([CH3:16])=[C:14]([CH3:17])[C:13]=2[C:18](=[O:23])[C:19]([O:21][CH3:22])=[O:20])[CH2:34][CH2:35]1)[CH:27]=[CH2:28]. The yield is 0.600.